This data is from Full USPTO retrosynthesis dataset with 1.9M reactions from patents (1976-2016). The task is: Predict the reactants needed to synthesize the given product. (1) Given the product [Br:1][C:2]1[C:10]([O:23][C:17]2[CH:18]=[CH:19][C:20]([F:22])=[CH:21][C:16]=2[F:15])=[CH:9][C:5]([C:6]([OH:8])=[O:7])=[C:4]([N+:12]([O-:14])=[O:13])[CH:3]=1, predict the reactants needed to synthesize it. The reactants are: [Br:1][C:2]1[C:10](F)=[CH:9][C:5]([C:6]([OH:8])=[O:7])=[C:4]([N+:12]([O-:14])=[O:13])[CH:3]=1.[F:15][C:16]1[CH:21]=[C:20]([F:22])[CH:19]=[CH:18][C:17]=1[OH:23].C(=O)([O-])[O-].[Cs+].[Cs+].Cl. (2) Given the product [CH3:1][C:2]1[CH:9]=[CH:8][CH:7]=[CH:6][C:3]=1[CH:4]=[N:40][C:14]([O:13][Si:20]([CH3:27])([CH3:26])[CH3:19])=[CH2:15], predict the reactants needed to synthesize it. The reactants are: [CH3:1][C:2]1[CH:9]=[CH:8][CH:7]=[CH:6][C:3]=1[CH:4]=O.ClC1C=[C:13](C=CC=1)[CH:14]=[O:15].[CH3:19][Si:20]([CH3:27])([CH3:26])N[Si:20]([CH3:27])([CH3:26])[CH3:19].C([Li])CCC.C[Si](Cl)(C)C.C([N:40](CC)CC)C.C(Cl)(=O)C. (3) Given the product [CH2:1]([O:3][C:4]([C:5]1[CH:15]([C:14]2[C:17]([CH2:21][CH2:22][CH2:23][CH2:24][CH2:25][CH2:26][CH2:27][CH2:28][CH2:29][CH2:30][CH2:31][CH2:32][CH2:33][CH2:34][CH3:35])=[CH:18][CH:19]=[CH:20][C:13]=2[O:12][CH2:10][CH3:11])[NH:36][C:37](=[O:38])[NH:39][C:6]=1[CH3:8])=[O:9])[CH3:2], predict the reactants needed to synthesize it. The reactants are: [CH2:1]([O:3][C:4](=[O:9])[CH2:5][C:6]([CH3:8])=O)[CH3:2].[CH2:10]([O:12][C:13]1[CH:20]=[CH:19][CH:18]=[C:17]([CH2:21][CH2:22][CH2:23][CH2:24][CH2:25][CH2:26][CH2:27][CH2:28][CH2:29][CH2:30][CH2:31][CH2:32][CH2:33][CH2:34][CH3:35])[C:14]=1[CH:15]=O)[CH3:11].[NH2:36][C:37]([NH2:39])=[O:38].Cl. (4) Given the product [C:2]([C:7]1[CH:11]=[C:10]([CH2:12][N:13]2[CH:17]=[C:16]([NH:18][C:30]([C:26]3[N:27]=[CH:28][O:29][C:25]=3[C:19]3[CH:20]=[CH:21][CH:22]=[CH:23][CH:24]=3)=[O:31])[CH:15]=[N:14]2)[O:9][N:8]=1)(=[O:6])[CH3:1], predict the reactants needed to synthesize it. The reactants are: [CH3:1][C:2]1([C:7]2[CH:11]=[C:10]([CH2:12][N:13]3[CH:17]=[C:16]([NH2:18])[CH:15]=[N:14]3)[O:9][N:8]=2)[O:6]CCO1.[C:19]1([C:25]2[O:29][CH:28]=[N:27][C:26]=2[C:30](O)=[O:31])[CH:24]=[CH:23][CH:22]=[CH:21][CH:20]=1. (5) Given the product [CH3:12][C:4]1[C:5]([C:9]([N:18]2[CH2:17][C@H:16]([CH3:20])[NH:15][C@H:14]([CH3:13])[CH2:19]2)=[O:11])=[C:6]([CH3:8])[NH:7][C:3]=1[CH:1]=[O:2], predict the reactants needed to synthesize it. The reactants are: [CH:1]([C:3]1[NH:7][C:6]([CH3:8])=[C:5]([C:9]([OH:11])=O)[C:4]=1[CH3:12])=[O:2].[CH3:13][C@H:14]1[CH2:19][NH:18][CH2:17][C@@H:16]([CH3:20])[NH:15]1. (6) Given the product [F:14][C:15]1[CH:21]=[CH:20][CH:19]=[CH:18][C:16]=1[NH:17][C:4]([C:1]1([C:7]([OH:9])=[O:8])[CH2:3][CH2:2]1)=[O:5], predict the reactants needed to synthesize it. The reactants are: [C:1]1([C:7]([OH:9])=[O:8])([C:4](O)=[O:5])[CH2:3][CH2:2]1.S(Cl)(Cl)=O.[F:14][C:15]1[CH:21]=[CH:20][CH:19]=[CH:18][C:16]=1[NH2:17].[OH-].[Na+].